Task: Predict the reactants needed to synthesize the given product.. Dataset: Full USPTO retrosynthesis dataset with 1.9M reactions from patents (1976-2016) (1) The reactants are: [CH3:1][C:2]1[O:6][C:5]([C:7]2[CH:12]=[CH:11][CH:10]=[CH:9][CH:8]=2)=[N:4][C:3]=1[CH2:13][O:14][C:15]1[CH:16]=[C:17]([O:21]C(=O)C)[CH:18]=[CH:19][CH:20]=1.[OH-].[Na+]. Given the product [CH3:1][C:2]1[O:6][C:5]([C:7]2[CH:8]=[CH:9][CH:10]=[CH:11][CH:12]=2)=[N:4][C:3]=1[CH2:13][O:14][C:15]1[CH:16]=[C:17]([OH:21])[CH:18]=[CH:19][CH:20]=1, predict the reactants needed to synthesize it. (2) Given the product [C:1]1([C:7]2[CH:16]=[C:15]([Br:17])[CH:14]=[CH:13][C:8]=2[NH:9][C:10](=[O:12])[CH3:11])[CH:2]=[CH:3][CH:4]=[CH:5][CH:6]=1, predict the reactants needed to synthesize it. The reactants are: [C:1]1([C:7]2[CH:16]=[CH:15][CH:14]=[CH:13][C:8]=2[NH:9][C:10](=[O:12])[CH3:11])[CH:6]=[CH:5][CH:4]=[CH:3][CH:2]=1.[BrH:17]. (3) Given the product [Br:1][C:2]1[CH:7]=[C:6]([C:8](=[N:35][OH:36])[C:9]([C:11]2[CH:16]=[CH:15][C:14]([F:17])=[CH:13][CH:12]=2)=[O:10])[CH:5]=[CH:4][N:3]=1, predict the reactants needed to synthesize it. The reactants are: [Br:1][C:2]1[CH:7]=[C:6]([CH2:8][C:9]([C:11]2[CH:16]=[CH:15][C:14]([F:17])=[CH:13][CH:12]=2)=[O:10])[CH:5]=[CH:4][N:3]=1.ClC1C=C(C(=[N:35][OH:36])C(C2C=CC(F)=CC=2)=O)C=CN=1. (4) Given the product [Br:1][CH2:9][C:10]1[CH:27]=[CH:26][C:13]2[N:14]([CH2:24][CH3:25])[C:15](=[O:23])[C:16]([CH3:22])([CH3:21])[C:17](=[O:20])[N:18]([CH3:19])[C:12]=2[CH:11]=1, predict the reactants needed to synthesize it. The reactants are: [Br-:1].[Li+].C1COCC1.Cl[CH2:9][C:10]1[CH:27]=[CH:26][C:13]2[N:14]([CH2:24][CH3:25])[C:15](=[O:23])[C:16]([CH3:22])([CH3:21])[C:17](=[O:20])[N:18]([CH3:19])[C:12]=2[CH:11]=1. (5) Given the product [F:1][C:2]([F:13])([F:14])[C:3]1[CH:12]=[CH:11][C:6]([O:7][CH2:8][CH2:9][NH:10][CH:15]=[O:16])=[CH:5][CH:4]=1, predict the reactants needed to synthesize it. The reactants are: [F:1][C:2]([F:14])([F:13])[C:3]1[CH:12]=[CH:11][C:6]([O:7][CH2:8][CH2:9][NH2:10])=[CH:5][CH:4]=1.[CH:15](OCC)=[O:16]. (6) The reactants are: C([O:4][CH2:5][C:6]([CH3:45])([CH3:44])[CH2:7][N:8]1[C:14]2[CH:15]=[CH:16][C:17]([Cl:19])=[CH:18][C:13]=2[C@@H:12]([C:20]2[CH:25]=[CH:24][CH:23]=[C:22]([O:26][CH3:27])[C:21]=2[O:28][CH3:29])[O:11][C@H:10]([CH2:30][C:31]([NH:33][C:34]2[CH:38]=[CH:37][S:36][C:35]=2[C:39]([O:41]C)=[O:40])=[O:32])[C:9]1=[O:43])(=O)C.[OH-].[Na+].C(O)C. Given the product [Cl:19][C:17]1[CH:16]=[CH:15][C:14]2[N:8]([CH2:7][C:6]([CH3:45])([CH3:44])[CH2:5][OH:4])[C:9](=[O:43])[C@@H:10]([CH2:30][C:31]([NH:33][C:34]3[CH:38]=[CH:37][S:36][C:35]=3[C:39]([OH:41])=[O:40])=[O:32])[O:11][C@H:12]([C:20]3[CH:25]=[CH:24][CH:23]=[C:22]([O:26][CH3:27])[C:21]=3[O:28][CH3:29])[C:13]=2[CH:18]=1, predict the reactants needed to synthesize it. (7) The reactants are: Cl[C:2]1[C:11]2[C:6](=[CH:7][C:8]([F:13])=[CH:9][C:10]=2[F:12])[N:5]=[C:4]([C:14]2[CH:19]=[CH:18][CH:17]=[CH:16][N:15]=2)[C:3]=1[CH3:20].[O:21]1[CH2:26][CH2:25][N:24]([C:27]2[CH:32]=[C:31]3[NH:33][CH2:34][C:35]4([CH2:40][CH2:39][O:38][CH2:37][CH2:36]4)[C:30]3=[CH:29][CH:28]=2)[CH2:23][CH2:22]1.C1(P(C2CCCCC2)C2(C(C)C)CC(C(C)C)=CC(C(C)C)=C2C2C=CC=CC=2)CCCCC1.CC(C)([O-])C.[Na+]. Given the product [F:12][C:10]1[CH:9]=[C:8]([F:13])[CH:7]=[C:6]2[C:11]=1[C:2]([N:33]1[C:31]3[C:30](=[CH:29][CH:28]=[C:27]([N:24]4[CH2:23][CH2:22][O:21][CH2:26][CH2:25]4)[CH:32]=3)[C:35]3([CH2:40][CH2:39][O:38][CH2:37][CH2:36]3)[CH2:34]1)=[C:3]([CH3:20])[C:4]([C:14]1[CH:19]=[CH:18][CH:17]=[CH:16][N:15]=1)=[N:5]2, predict the reactants needed to synthesize it. (8) Given the product [CH3:14][O:13][C:6]1[C:7]2[O:11][CH2:10][CH:9]([CH3:12])[C:8]=2[C:3]([CH2:2][NH:15][C:16]2[CH:21]=[CH:20][N:19]=[CH:18][CH:17]=2)=[CH:4][CH:5]=1, predict the reactants needed to synthesize it. The reactants are: O[CH2:2][C:3]1[C:8]2[CH:9]([CH3:12])[CH2:10][O:11][C:7]=2[C:6]([O:13][CH3:14])=[CH:5][CH:4]=1.[NH2:15][C:16]1[CH:21]=[CH:20][N:19]=[CH:18][CH:17]=1. (9) Given the product [O:1]=[C:2]1[C:3]([C:4]([Cl:14])=[O:5])=[CH:7][CH:8]=[CH:9][NH:10]1, predict the reactants needed to synthesize it. The reactants are: [OH:1][C:2]1[N:10]=[CH:9][CH:8]=[CH:7][C:3]=1[C:4](O)=[O:5].C(Cl)(=O)C([Cl:14])=O.CN(C=O)C. (10) The reactants are: [CH3:1][O:2][C:3](=[O:37])[C@@H:4]([NH:14][C:15]([C:17]1[C:18]([CH3:36])=[N:19][C:20]([NH:24][CH:25]2[CH2:34][CH2:33][C:32]3[C:27](=[C:28]([OH:35])[CH:29]=[CH:30][CH:31]=3)[CH2:26]2)=[N:21][C:22]=1[CH3:23])=[O:16])[CH2:5][NH:6]C(OC(C)(C)C)=O.[ClH:38]. Given the product [ClH:38].[CH3:1][O:2][C:3](=[O:37])[C@@H:4]([NH:14][C:15]([C:17]1[C:18]([CH3:36])=[N:19][C:20]([NH:24][CH:25]2[CH2:34][CH2:33][C:32]3[C:27](=[C:28]([OH:35])[CH:29]=[CH:30][CH:31]=3)[CH2:26]2)=[N:21][C:22]=1[CH3:23])=[O:16])[CH2:5][NH2:6], predict the reactants needed to synthesize it.